Dataset: Full USPTO retrosynthesis dataset with 1.9M reactions from patents (1976-2016). Task: Predict the reactants needed to synthesize the given product. Given the product [C:3]1([S:9][CH2:11][CH2:12][CH2:13][CH2:14][O:15][C:16](=[O:18])[CH3:17])[CH:8]=[CH:7][CH:6]=[CH:5][CH:4]=1, predict the reactants needed to synthesize it. The reactants are: [H-].[Na+].[C:3]1([SH:9])[CH:8]=[CH:7][CH:6]=[CH:5][CH:4]=1.Br[CH2:11][CH2:12][CH2:13][CH2:14][O:15][C:16](=[O:18])[CH3:17].Cl.